Dataset: Human liver microsome stability data. Task: Regression/Classification. Given a drug SMILES string, predict its absorption, distribution, metabolism, or excretion properties. Task type varies by dataset: regression for continuous measurements (e.g., permeability, clearance, half-life) or binary classification for categorical outcomes (e.g., BBB penetration, CYP inhibition). Dataset: hlm. (1) The molecule is COc1cc(-c2nccc3ccc(-c4ccc5[nH]ccc5c4)cc23)cc(OC)c1OC. The result is 0 (unstable in human liver microsomes). (2) The compound is O=C(NCCc1nc(-c2cccc(F)c2)cs1)N1CCCC1. The result is 1 (stable in human liver microsomes). (3) The molecule is CCS(=O)(=O)c1ccn([C@@H](CC2CCOCC2)C(=O)Nc2ccc(C)cn2)c(=O)c1. The result is 0 (unstable in human liver microsomes). (4) The compound is CCc1nc(N)nc(N)c1-c1ccc2c(c1)N(CCCOC)C(=O)C(C)(CC)O2. The result is 0 (unstable in human liver microsomes). (5) The compound is NCC#Cc1cnccc1-c1cccnc1. The result is 0 (unstable in human liver microsomes).